Dataset: Catalyst prediction with 721,799 reactions and 888 catalyst types from USPTO. Task: Predict which catalyst facilitates the given reaction. (1) Product: [C:2](=[O:3])([O:13][C:7]1[CH:12]=[CH:11][CH:10]=[CH:9][CH:8]=1)[O:4][CH2:5][Cl:6]. The catalyst class is: 2. Reactant: Cl[C:2]([O:4][CH2:5][Cl:6])=[O:3].[C:7]1([OH:13])[CH:12]=[CH:11][CH:10]=[CH:9][CH:8]=1.N1C=CC=CC=1. (2) Reactant: [CH2:1]([O:5][C:6]1[N:14]=[C:13]2[C:9]([N:10]=[C:11]([O:23][CH3:24])[N:12]2[CH2:15][C:16]2[CH:21]=[CH:20][C:19]([OH:22])=[CH:18][CH:17]=2)=[C:8]([NH2:25])[N:7]=1)[CH2:2][CH2:3][CH3:4].Br[CH2:27][CH2:28][CH2:29][CH2:30][Cl:31].C(=O)([O-])[O-].[K+].[K+]. Product: [CH2:1]([O:5][C:6]1[N:14]=[C:13]2[C:9]([N:10]=[C:11]([O:23][CH3:24])[N:12]2[CH2:15][C:16]2[CH:21]=[CH:20][C:19]([O:22][CH2:27][CH2:28][CH2:29][CH2:30][Cl:31])=[CH:18][CH:17]=2)=[C:8]([NH2:25])[N:7]=1)[CH2:2][CH2:3][CH3:4]. The catalyst class is: 3. (3) Reactant: [Cl:1][C:2]1[N:6]([C:7]2[CH:12]=[CH:11][C:10]([C:13]3[CH:18]=[CH:17][C:16]([CH3:19])=[CH:15][CH:14]=3)=[CH:9][CH:8]=2)[C:5]([C:20]([O:22]CC)=O)=[C:4]([NH:25][C:26](=[O:34])[CH2:27][C:28]2[CH:33]=[CH:32][CH:31]=[CH:30][CH:29]=2)[CH:3]=1.CC(C)([O-])C.[K+]. Product: [Cl:1][C:2]1[N:6]([C:7]2[CH:8]=[CH:9][C:10]([C:13]3[CH:14]=[CH:15][C:16]([CH3:19])=[CH:17][CH:18]=3)=[CH:11][CH:12]=2)[C:5]2[C:20]([OH:22])=[C:27]([C:28]3[CH:29]=[CH:30][CH:31]=[CH:32][CH:33]=3)[C:26](=[O:34])[NH:25][C:4]=2[CH:3]=1. The catalyst class is: 16. (4) Reactant: [NH:1]1[CH2:6][CH2:5][NH:4][CH2:3][CH2:2]1.Cl[C:8]1[CH:13]=[CH:12][C:11]([C:14]([F:17])([F:16])[F:15])=[CH:10][N:9]=1.O. Product: [F:15][C:14]([F:17])([F:16])[C:11]1[CH:12]=[CH:13][C:8]([N:1]2[CH2:6][CH2:5][NH:4][CH2:3][CH2:2]2)=[N:9][CH:10]=1. The catalyst class is: 60. (5) Reactant: [CH:1]1[C:13]2[CH:12]([CH2:14][O:15][C:16]([NH:18][C@@H:19]([CH2:23][CH2:24][O:25][CH3:26])[C:20]([OH:22])=[O:21])=[O:17])[C:11]3[C:6](=[CH:7][CH:8]=[CH:9][CH:10]=3)[C:5]=2[CH:4]=[CH:3][CH:2]=1.[CH2:27](OCC)C.C[Si](C=[N+]=[N-])(C)C. Product: [CH3:27][O:21][C:20](=[O:22])[C@@H:19]([NH:18][C:16]([O:15][CH2:14][CH:12]1[C:11]2[CH:10]=[CH:9][CH:8]=[CH:7][C:6]=2[C:5]2[C:13]1=[CH:1][CH:2]=[CH:3][CH:4]=2)=[O:17])[CH2:23][CH2:24][O:25][CH3:26]. The catalyst class is: 5. (6) Reactant: [ClH:1].[NH2:2][C:3]1[CH:12]=[CH:11][CH:10]=[C:9]2[C:4]=1[CH:5]=[CH:6][CH:7]=[N:8]2.[N:13]([O-])=O.[Na+].O=C1O[C@H]([C@H](CO)O)C(O)=C1O.C(O)(=O)C(O)=O. Product: [ClH:1].[ClH:1].[NH:2]([C:3]1[CH:12]=[CH:11][CH:10]=[C:9]2[C:4]=1[CH:5]=[CH:6][CH:7]=[N:8]2)[NH2:13]. The catalyst class is: 6.